From a dataset of Catalyst prediction with 721,799 reactions and 888 catalyst types from USPTO. Predict which catalyst facilitates the given reaction. (1) Reactant: [NH:1]1[CH:5]=[CH:4][C:3]([C:6]([O:8][CH3:9])=[O:7])=[N:2]1.C(=O)([O-])[O-].[Cs+].[Cs+].CS(O[CH2:21][C:22]([F:25])([F:24])[F:23])(=O)=O.O. Product: [F:23][C:22]([F:25])([F:24])[CH2:21][N:1]1[CH:5]=[CH:4][C:3]([C:6]([O:8][CH3:9])=[O:7])=[N:2]1. The catalyst class is: 3. (2) Reactant: [Br:1][C:2]1[CH:3]=[C:4]([CH2:12]O)[CH:5]=[C:6]([C:8]([F:11])([F:10])[F:9])[CH:7]=1.C1(P(C2C=CC=CC=2)C2C=CC=CC=2)C=CC=CC=1.[Br:33]N1C(=O)CCC1=O. Product: [Br:1][C:2]1[CH:7]=[C:6]([C:8]([F:11])([F:10])[F:9])[CH:5]=[C:4]([CH2:12][Br:33])[CH:3]=1. The catalyst class is: 54.